Dataset: NCI-60 drug combinations with 297,098 pairs across 59 cell lines. Task: Regression. Given two drug SMILES strings and cell line genomic features, predict the synergy score measuring deviation from expected non-interaction effect. (1) Drug 1: CS(=O)(=O)C1=CC(=C(C=C1)C(=O)NC2=CC(=C(C=C2)Cl)C3=CC=CC=N3)Cl. Drug 2: CC1=C(C(=O)C2=C(C1=O)N3CC4C(C3(C2COC(=O)N)OC)N4)N. Cell line: NCI-H322M. Synergy scores: CSS=20.9, Synergy_ZIP=-2.19, Synergy_Bliss=4.96, Synergy_Loewe=-6.34, Synergy_HSA=2.75. (2) Drug 1: CCCS(=O)(=O)NC1=C(C(=C(C=C1)F)C(=O)C2=CNC3=C2C=C(C=N3)C4=CC=C(C=C4)Cl)F. Drug 2: COC1=CC(=CC(=C1O)OC)C2C3C(COC3=O)C(C4=CC5=C(C=C24)OCO5)OC6C(C(C7C(O6)COC(O7)C8=CC=CS8)O)O. Cell line: RPMI-8226. Synergy scores: CSS=50.7, Synergy_ZIP=1.40, Synergy_Bliss=0.675, Synergy_Loewe=-33.3, Synergy_HSA=-1.42. (3) Drug 1: CC1C(C(=O)NC(C(=O)N2CCCC2C(=O)N(CC(=O)N(C(C(=O)O1)C(C)C)C)C)C(C)C)NC(=O)C3=C4C(=C(C=C3)C)OC5=C(C(=O)C(=C(C5=N4)C(=O)NC6C(OC(=O)C(N(C(=O)CN(C(=O)C7CCCN7C(=O)C(NC6=O)C(C)C)C)C)C(C)C)C)N)C. Drug 2: C1C(C(OC1N2C=NC3=C(N=C(N=C32)Cl)N)CO)O. Cell line: HCC-2998. Synergy scores: CSS=52.9, Synergy_ZIP=1.08, Synergy_Bliss=-0.530, Synergy_Loewe=4.17, Synergy_HSA=4.08. (4) Drug 1: CCC1=CC2CC(C3=C(CN(C2)C1)C4=CC=CC=C4N3)(C5=C(C=C6C(=C5)C78CCN9C7C(C=CC9)(C(C(C8N6C)(C(=O)OC)O)OC(=O)C)CC)OC)C(=O)OC.C(C(C(=O)O)O)(C(=O)O)O. Drug 2: CC1=C(C=C(C=C1)C(=O)NC2=CC(=CC(=C2)C(F)(F)F)N3C=C(N=C3)C)NC4=NC=CC(=N4)C5=CN=CC=C5. Cell line: T-47D. Synergy scores: CSS=29.7, Synergy_ZIP=-4.92, Synergy_Bliss=2.98, Synergy_Loewe=0.461, Synergy_HSA=3.04. (5) Drug 1: COC1=C(C=C2C(=C1)N=CN=C2NC3=CC(=C(C=C3)F)Cl)OCCCN4CCOCC4. Drug 2: C1=CC(=CC=C1CCC2=CNC3=C2C(=O)NC(=N3)N)C(=O)NC(CCC(=O)O)C(=O)O. Cell line: UO-31. Synergy scores: CSS=36.0, Synergy_ZIP=-7.51, Synergy_Bliss=-5.98, Synergy_Loewe=0.923, Synergy_HSA=2.26. (6) Drug 1: CCCS(=O)(=O)NC1=C(C(=C(C=C1)F)C(=O)C2=CNC3=C2C=C(C=N3)C4=CC=C(C=C4)Cl)F. Drug 2: CS(=O)(=O)C1=CC(=C(C=C1)C(=O)NC2=CC(=C(C=C2)Cl)C3=CC=CC=N3)Cl. Cell line: M14. Synergy scores: CSS=50.9, Synergy_ZIP=9.41, Synergy_Bliss=9.02, Synergy_Loewe=-20.7, Synergy_HSA=6.76. (7) Drug 1: CC(CN1CC(=O)NC(=O)C1)N2CC(=O)NC(=O)C2. Drug 2: CN(CCCl)CCCl.Cl. Cell line: HS 578T. Synergy scores: CSS=12.1, Synergy_ZIP=-1.64, Synergy_Bliss=9.35, Synergy_Loewe=2.83, Synergy_HSA=3.26.